Task: Binary Classification. Given a drug SMILES string, predict its activity (active/inactive) in a high-throughput screening assay against a specified biological target.. Dataset: HIV replication inhibition screening data with 41,000+ compounds from the AIDS Antiviral Screen (1) The molecule is O=C1c2ccc([N+](=O)[O-])cc2C(=O)N1CC[PH](c1ccccc1)(c1ccccc1)c1ccccc1. The result is 0 (inactive). (2) The compound is COc1ccc(N=C(Nc2ccc(OC)cc2)C(=Nc2ccc(OC)cc2)Nc2ccc(OC)cc2)cc1. The result is 0 (inactive). (3) The molecule is CC(C)CCCC(C)C1CCC2C3CC(OS(=O)(=O)O)C4CC(OC5OC(CO)C(O)C(O)C5O)CCC4(C)C3CCC12C.[NaH]. The result is 0 (inactive). (4) The molecule is CC(C)C(=O)C(C)(C)C(=O)C(C)(C)C(=O)OC(C)(C)C. The result is 0 (inactive). (5) The drug is Cc1ccc(C(=O)Nc2ccc(CP(=O)(O)O)cc2CP(=O)(O)O)cc1N. The result is 0 (inactive). (6) The drug is CCOC(=O)C=CC(=O)OC=C[N+](=O)[O-]. The result is 1 (active).